Dataset: HIV replication inhibition screening data with 41,000+ compounds from the AIDS Antiviral Screen. Task: Binary Classification. Given a drug SMILES string, predict its activity (active/inactive) in a high-throughput screening assay against a specified biological target. The compound is OC(c1ccccc1)(c1ccccc1)C1CC1c1ccncc1. The result is 0 (inactive).